Dataset: Forward reaction prediction with 1.9M reactions from USPTO patents (1976-2016). Task: Predict the product of the given reaction. (1) Given the reactants [C:1]([NH:20][CH2:21][CH:22]1[C:27](=O)[CH2:26][CH2:25][CH2:24][O:23]1)([C:14]1[CH:19]=[CH:18][CH:17]=[CH:16][CH:15]=1)([C:8]1[CH:13]=[CH:12][CH:11]=[CH:10][CH:9]=1)[C:2]1[CH:7]=[CH:6][CH:5]=[CH:4][CH:3]=1.[C-]#N.[Na+].[Cl-].[NH4+:33].[C:34](=[O:37])([O-])[O-].[NH4+:38].[NH4+].N.[CH2:41]([OH:43])C, predict the reaction product. The product is: [C:1]([NH:20][CH2:21][CH:22]1[O:23][CH2:24][CH2:25][CH2:26][C:27]21[NH:38][C:41](=[O:43])[NH:33][C:34]2=[O:37])([C:14]1[CH:19]=[CH:18][CH:17]=[CH:16][CH:15]=1)([C:8]1[CH:13]=[CH:12][CH:11]=[CH:10][CH:9]=1)[C:2]1[CH:7]=[CH:6][CH:5]=[CH:4][CH:3]=1. (2) Given the reactants [O:1]=[C:2]1[NH:8][CH2:7][CH2:6][N:5]([S:9]([C:12]2[CH:18]=[CH:17][C:15]([CH3:16])=[CH:14][CH:13]=2)(=[O:11])=[O:10])[CH:4]([CH2:19][C:20](O)=[O:21])[CH2:3]1.[N:23]1([CH2:29][C:30]2[CH:31]=[C:32]3[C:37](=[CH:38][CH:39]=2)[C@H:36]([NH2:40])[CH2:35][CH2:34][CH2:33]3)[CH2:28][CH2:27][CH2:26][CH2:25][CH2:24]1.C1C=CC2N(O)N=NC=2C=1.CCN=C=NCCCN(C)C, predict the reaction product. The product is: [O:1]=[C:2]1[NH:8][CH2:7][CH2:6][N:5]([S:9]([C:12]2[CH:13]=[CH:14][C:15]([CH3:16])=[CH:17][CH:18]=2)(=[O:11])=[O:10])[CH:4]([CH2:19][C:20]([NH:40][C@H:36]2[C:37]3[C:32](=[CH:31][C:30]([CH2:29][N:23]4[CH2:28][CH2:27][CH2:26][CH2:25][CH2:24]4)=[CH:39][CH:38]=3)[CH2:33][CH2:34][CH2:35]2)=[O:21])[CH2:3]1. (3) Given the reactants [CH2:1]1[O:12][C:4]2([CH:9]3CC[CH:5]2[CH2:6][CH2:7][CH2:8]3)[O:3][CH2:2]1.[O:13]=[O+][O-].C1(P([C:29]2[CH:34]=CC=CC=2)C2C=CC=CC=2)C=CC=CC=1, predict the reaction product. The product is: [CH2:2]1[O:3][C:4]2([CH2:5][CH:6]3[C:7](=[O:13])[CH:8]([CH2:34][CH2:29]3)[CH2:9]2)[O:12][CH2:1]1. (4) Given the reactants [F:1][CH:2]([F:21])[C:3]1[CH:16]=[C:15]([N+:17]([O-])=O)[C:14]([CH3:20])=[CH:13][C:4]=1[O:5][CH2:6][CH2:7][CH2:8][Si:9]([CH3:12])([CH3:11])[CH3:10].[H][H], predict the reaction product. The product is: [F:21][CH:2]([F:1])[C:3]1[C:4]([O:5][CH2:6][CH2:7][CH2:8][Si:9]([CH3:10])([CH3:12])[CH3:11])=[CH:13][C:14]([CH3:20])=[C:15]([CH:16]=1)[NH2:17]. (5) Given the reactants [CH3:1][O:2][C:3]1[CH:4]=[C:5]([CH:31]=[CH:32][C:33]=1[O:34][CH3:35])[CH2:6][CH:7]1[C:16]2[C:11](=[CH:12][C:13]([O:18][CH3:19])=[C:14]([OH:17])[CH:15]=2)[CH2:10][CH2:9][N:8]1[CH2:20][C:21]([NH:23][CH2:24][C:25]1[CH:30]=[CH:29][CH:28]=[CH:27][CH:26]=1)=[O:22].[CH2:36](I)[CH3:37], predict the reaction product. The product is: [CH3:1][O:2][C:3]1[CH:4]=[C:5]([CH:31]=[CH:32][C:33]=1[O:34][CH3:35])[CH2:6][CH:7]1[C:16]2[C:11](=[CH:12][C:13]([O:18][CH3:19])=[C:14]([O:17][CH2:36][CH3:37])[CH:15]=2)[CH2:10][CH2:9][N:8]1[CH2:20][C:21]([NH:23][CH2:24][C:25]1[CH:30]=[CH:29][CH:28]=[CH:27][CH:26]=1)=[O:22]. (6) Given the reactants ClC(Cl)(O[C:5](=[O:11])OC(Cl)(Cl)Cl)Cl.[N:13]1C=CC=[CH:15][CH:14]=1.[Cl:19][C:20]1[CH:25]=[C:24]([Cl:26])[N:23]=[CH:22][C:21]=1[CH2:27][NH:28][C:29]1[C:34]([F:35])=[C:33]([O:36][CH3:37])[CH:32]=[C:31]([O:38][CH3:39])[C:30]=1[F:40].C(N)C.C1COCC1.C(N(CC)C(C)C)(C)C, predict the reaction product. The product is: [Cl:19][C:20]1[CH:25]=[C:24]([Cl:26])[N:23]=[CH:22][C:21]=1[CH2:27][N:28]([C:29]1[C:30]([F:40])=[C:31]([O:38][CH3:39])[CH:32]=[C:33]([O:36][CH3:37])[C:34]=1[F:35])[C:5]([NH:13][CH2:14][CH3:15])=[O:11]. (7) The product is: [Br:1][C:2]1[CH:11]=[C:10]2[C:5]([C:6]([NH2:13])=[C:7]([NH2:12])[N:8]=[CH:9]2)=[CH:4][CH:3]=1. Given the reactants [Br:1][C:2]1[CH:11]=[C:10]2[C:5]([C:6]([N+:13]([O-])=O)=[C:7]([NH2:12])[N:8]=[CH:9]2)=[CH:4][CH:3]=1.O.[Sn](Cl)(Cl)(Cl)Cl.O, predict the reaction product. (8) Given the reactants C(=O)(OCC)[O:2][C:3]1[CH:8]=[CH:7][C:6]([S:9]([N:12]2[C:21]3[C:16](=[CH:17][C:18]([F:23])=[C:19]([F:22])[CH:20]=3)[N:15]3[CH:24]=[CH:25][CH:26]=[C:14]3[CH:13]2[CH3:27])(=[O:11])=[O:10])=[CH:5][CH:4]=1.C1C=CC(S(N(S(C2C=CC=CC=2)(=O)=O)[F:42])(=O)=O)=CC=1, predict the reaction product. The product is: [F:42][C:24]1[N:15]2[C:16]3[C:21]([N:12]([S:9]([C:6]4[CH:7]=[CH:8][C:3]([OH:2])=[CH:4][CH:5]=4)(=[O:10])=[O:11])[CH:13]([CH3:27])[C:14]2=[CH:26][CH:25]=1)=[CH:20][C:19]([F:22])=[C:18]([F:23])[CH:17]=3. (9) Given the reactants [CH:1]1([CH2:7][N:8]2[C:12]([C:13]3[CH:18]=[C:17]([C:19]([CH3:22])([CH3:21])[CH3:20])[CH:16]=[C:15]([C:23]([CH3:26])([CH3:25])[CH3:24])[CH:14]=3)=[CH:11][C:10]([S:27]([NH2:30])(=[O:29])=[O:28])=[C:9]2[CH3:31])[CH2:6][CH2:5][CH2:4][CH2:3][CH2:2]1.[Li+].C[Si]([N-][Si](C)(C)C)(C)C.I[CH2:43][CH3:44], predict the reaction product. The product is: [CH:1]1([CH2:7][N:8]2[C:12]([C:13]3[CH:18]=[C:17]([C:19]([CH3:22])([CH3:20])[CH3:21])[CH:16]=[C:15]([C:23]([CH3:24])([CH3:25])[CH3:26])[CH:14]=3)=[CH:11][C:10]([S:27]([NH:30][CH2:43][CH3:44])(=[O:29])=[O:28])=[C:9]2[CH3:31])[CH2:2][CH2:3][CH2:4][CH2:5][CH2:6]1.